From a dataset of Experimentally validated miRNA-target interactions with 360,000+ pairs, plus equal number of negative samples. Binary Classification. Given a miRNA mature sequence and a target amino acid sequence, predict their likelihood of interaction. The miRNA is mmu-miR-511-3p with sequence AAUGUGUAGCAAAAGACAGGAU. The protein sequence of the target gene is MDKFIDNMDVRIKSESGSMQVFKQVTGPVPTRDPSARADRRNMTSPSFLAASPMENPALFNDIKIEPPEELLESDFNMPQVEPVDLSFHKPKAPLQPASMLQAPIRPPKPPTAPQAIMVPTSADTVTSAAIPTVLTPGSILASSQGTGGQPILHVIHTIPSVSLPNKMSGLKTIPLVVQSLPMVYTSLPTDGSPAAITVPLIGGDGKSAGSVKVDPASMCPLEFPSDSDESAIESGSSALQSLQGFHHEPATMVHMQGEESLDLKRRRIHQCDFAGCSKVYTKSSHLKAHRRIHTGEKPY.... Result: 1 (interaction).